Task: Predict the reaction yield, written as a fraction of the theoretical maximum amount of product (1.0 means a 100% yield; for example, 0.34 means a 34% yield).. Dataset: Reaction yield outcomes from USPTO patents with 853,638 reactions (1) The reactants are [C:1]([OH:13])(=[O:12])[CH2:2][C:3]([CH2:8][C:9]([OH:11])=[O:10])([C:5]([OH:7])=[O:6])[OH:4].O1[B:19]([C@@H:20]([NH:25][C:26](=[O:44])[C@@H:27]([NH:35][C:36]([C:38]2[CH:43]=[N:42][CH:41]=[CH:40][N:39]=2)=[O:37])[CH2:28][C:29]2[CH:34]=[CH:33][CH:32]=[CH:31][CH:30]=2)[CH2:21][CH:22]([CH3:24])[CH3:23])O[B:19]([C@@H:20]([NH:25][C:26](=[O:44])[C@@H:27]([NH:35][C:36]([C:38]2[CH:43]=[N:42][CH:41]=[CH:40][N:39]=2)=[O:37])[CH2:28][C:29]2[CH:34]=[CH:33][CH:32]=[CH:31][CH:30]=2)[CH2:21][CH:22]([CH3:24])[CH3:23])O[B:19]1[C@@H:20]([NH:25][C:26](=[O:44])[C@@H:27]([NH:35][C:36]([C:38]1[CH:43]=[N:42][CH:41]=[CH:40][N:39]=1)=[O:37])[CH2:28][C:29]1[CH:34]=[CH:33][CH:32]=[CH:31][CH:30]=1)[CH2:21][CH:22]([CH3:24])[CH3:23]. The catalyst is CCOC(C)=O. The product is [CH3:23][CH:22]([CH3:24])[CH2:21][C@@H:20]([B:19]1[O:4][C:3]([CH2:2][C:1]([OH:13])=[O:12])([CH2:8][C:9]([OH:11])=[O:10])[C:5](=[O:7])[O:6]1)[NH:25][C:26](=[O:44])[C@@H:27]([NH:35][C:36]([C:38]1[CH:43]=[N:42][CH:41]=[CH:40][N:39]=1)=[O:37])[CH2:28][C:29]1[CH:34]=[CH:33][CH:32]=[CH:31][CH:30]=1. The yield is 0.990. (2) The reactants are [CH2:1]([OH:8])[C:2]1[CH:7]=[CH:6][CH:5]=[CH:4][CH:3]=1.[Cl:9][C:10]1[C:15](Cl)=[CH:14][C:13]([NH2:17])=[C:12]([N+:18]([O-:20])=[O:19])[CH:11]=1.C(=O)([O-])[O-].[Cs+].[Cs+]. The catalyst is CC(N(C)C)=O. The product is [CH2:1]([O:8][C:15]1[C:10]([Cl:9])=[CH:11][C:12]([N+:18]([O-:20])=[O:19])=[C:13]([NH2:17])[CH:14]=1)[C:2]1[CH:7]=[CH:6][CH:5]=[CH:4][CH:3]=1. The yield is 0.370. (3) The reactants are [Br:1][C:2]1[CH:3]=[N:4][CH:5]=[C:6]([OH:8])[CH:7]=1.C(=O)([O-])[O-].[Cs+].[Cs+].Cl[CH2:16][C:17]#[N:18]. The catalyst is C(#N)C. The product is [Br:1][C:2]1[CH:7]=[C:6]([O:8][CH2:16][C:17]#[N:18])[CH:5]=[N:4][CH:3]=1. The yield is 0.576.